This data is from Full USPTO retrosynthesis dataset with 1.9M reactions from patents (1976-2016). The task is: Predict the reactants needed to synthesize the given product. Given the product [CH:10]([N:8]1[CH2:9][CH:6]([N:37]2[CH2:36][CH2:35][N:34]([C:38]([O:40][C:41]([CH3:42])([CH3:43])[CH3:44])=[O:39])[CH2:33][CH:32]2[C:29](=[O:31])[NH2:30])[CH2:7]1)([C:17]1[CH:22]=[CH:21][CH:20]=[CH:19][CH:18]=1)[C:11]1[CH:16]=[CH:15][CH:14]=[CH:13][CH:12]=1, predict the reactants needed to synthesize it. The reactants are: CS(O[CH:6]1[CH2:9][N:8]([CH:10]([C:17]2[CH:22]=[CH:21][CH:20]=[CH:19][CH:18]=2)[C:11]2[CH:16]=[CH:15][CH:14]=[CH:13][CH:12]=2)[CH2:7]1)(=O)=O.C([O-])([O-])=O.[K+].[K+].[C:29]([CH:32]1[NH:37][CH2:36][CH2:35][N:34]([C:38]([O:40][C:41]([CH3:44])([CH3:43])[CH3:42])=[O:39])[CH2:33]1)(=[O:31])[NH2:30].